This data is from Reaction yield outcomes from USPTO patents with 853,638 reactions. The task is: Predict the reaction yield, written as a fraction of the theoretical maximum amount of product (1.0 means a 100% yield; for example, 0.34 means a 34% yield). (1) The reactants are [Cl:1][C:2]1[CH:7]=[CH:6][C:5]([CH3:8])=[CH:4][C:3]=1[O:9][CH3:10].C1C(=O)N([Br:18])C(=O)C1.CC(N=NC(C#N)(C)C)(C#N)C. The catalyst is C(Cl)(Cl)(Cl)Cl. The product is [Br:18][CH2:8][C:5]1[CH:6]=[CH:7][C:2]([Cl:1])=[C:3]([O:9][CH3:10])[CH:4]=1. The yield is 0.920. (2) The reactants are [C:1]([O:7][CH2:8][CH3:9])(=[O:6])[CH2:2][C:3]([CH3:5])=O.[Br:10][C:11]1[CH:18]=[CH:17][C:14]([CH:15]=O)=[CH:13][CH:12]=1.[NH4+:19].[OH-:20]. The catalyst is CCO.C(Cl)Cl. The product is [Br:10][C:11]1[CH:18]=[CH:17][C:14]([CH:15]2[C:2]([C:1]([O:7][CH2:8][CH3:9])=[O:6])=[C:3]([CH3:5])[NH:19][C:3]([CH3:5])=[C:2]2[C:1]([O:7][CH2:8][CH3:9])=[O:20])=[CH:13][CH:12]=1. The yield is 0.660. (3) The reactants are C(O)(C(F)(F)F)=O.[C:8]([C:10]1[N:11]=[CH:12][C:13]([NH:18][C:19]2[N:24]=[CH:23][N:22]=[C:21]([NH:25][CH2:26][CH:27]3[CH2:32][CH2:31][N:30](C(OC(C)(C)C)=O)[CH2:29][CH2:28]3)[CH:20]=2)=[N:14][C:15]=1[O:16][CH3:17])#[N:9]. The catalyst is ClCCl. The product is [CH3:17][O:16][C:15]1[C:10]([C:8]#[N:9])=[N:11][CH:12]=[C:13]([NH:18][C:19]2[CH:20]=[C:21]([NH:25][CH2:26][CH:27]3[CH2:28][CH2:29][NH:30][CH2:31][CH2:32]3)[N:22]=[CH:23][N:24]=2)[N:14]=1. The yield is 0.650. (4) The reactants are [F:1][C:2]([F:6])([F:5])[CH2:3][OH:4].[CH3:7][C:8]1[CH:13]=[CH:12][C:11]([S:14](Cl)(=[O:16])=[O:15])=[CH:10][CH:9]=1.C(N(CC)CC)C.O. The catalyst is C(Cl)Cl. The product is [CH3:7][C:8]1[CH:13]=[CH:12][C:11]([S:14]([O:4][CH2:3][C:2]([F:6])([F:5])[F:1])(=[O:16])=[O:15])=[CH:10][CH:9]=1. The yield is 0.787. (5) The reactants are N1C=CC=CC=1.[CH3:7][N:8]([O:19][CH3:20])[C:9](=[O:18])[C:10]1[CH:15]=[CH:14][C:13]([NH2:16])=[C:12]([NH2:17])[CH:11]=1.[CH:21]([S:24](Cl)(=[O:26])=[O:25])([CH3:23])[CH3:22].CCCCCC. The catalyst is ClCCl.C(OCC)(=O)C. The product is [CH3:7][N:8]([O:19][CH3:20])[C:9](=[O:18])[C:10]1[CH:15]=[CH:14][C:13]([NH2:16])=[C:12]([NH:17][S:24]([CH:21]([CH3:23])[CH3:22])(=[O:26])=[O:25])[CH:11]=1. The yield is 0.400. (6) The reactants are [N:1]1[CH:6]=[CH:5][CH:4]=[CH:3][C:2]=1[O:7][CH2:8][C:9]1[CH:14]=[CH:13][C:12]([CH2:15][OH:16])=[CH:11][CH:10]=1. The catalyst is [O-2].[O-2].[Mn+4].C(Cl)Cl. The product is [N:1]1[CH:6]=[CH:5][CH:4]=[CH:3][C:2]=1[O:7][CH2:8][C:9]1[CH:14]=[CH:13][C:12]([CH:15]=[O:16])=[CH:11][CH:10]=1. The yield is 0.420.